Dataset: Forward reaction prediction with 1.9M reactions from USPTO patents (1976-2016). Task: Predict the product of the given reaction. Given the reactants [CH3:1][O:2][CH2:3][CH2:4][NH:5][CH2:6][C:7]([O:9][CH3:10])=[O:8].C(N(CC)C(C)C)(C)C.[F:20][C:21]1[CH:26]=[CH:25][C:24]([S:27](Cl)(=[O:29])=[O:28])=[CH:23][CH:22]=1.C(OCC)(=O)C, predict the reaction product. The product is: [F:20][C:21]1[CH:26]=[CH:25][C:24]([S:27]([N:5]([CH2:6][C:7]([O:9][CH3:10])=[O:8])[CH2:4][CH2:3][O:2][CH3:1])(=[O:29])=[O:28])=[CH:23][CH:22]=1.